This data is from Forward reaction prediction with 1.9M reactions from USPTO patents (1976-2016). The task is: Predict the product of the given reaction. Given the reactants [CH:1]1([C:4]([NH:6][C:7]2[N:8]=[C:9]3[CH:14]=[CH:13][C:12]([O:15][C:16]4[CH:21]=[CH:20][C:19]([NH:22]C(=O)OCC5C=CC=CC=5)=[C:18]([F:33])[CH:17]=4)=[CH:11][N:10]3[CH:34]=2)=[O:5])[CH2:3][CH2:2]1.[OH-].[Ba+2].[OH-].Cl, predict the reaction product. The product is: [NH2:22][C:19]1[CH:20]=[CH:21][C:16]([O:15][C:12]2[CH:13]=[CH:14][C:9]3[N:10]([CH:34]=[C:7]([NH:6][C:4]([CH:1]4[CH2:3][CH2:2]4)=[O:5])[N:8]=3)[CH:11]=2)=[CH:17][C:18]=1[F:33].